From a dataset of Reaction yield outcomes from USPTO patents with 853,638 reactions. Predict the reaction yield, written as a fraction of the theoretical maximum amount of product (1.0 means a 100% yield; for example, 0.34 means a 34% yield). The reactants are S([O:6][CH3:7])(OC)(=O)=O.[OH-].[Na+].O[C:11]1[CH:16]=[CH:15][C:14]([N+:17]([O-:19])=[O:18])=[CH:13][N:12]=1.Cl. No catalyst specified. The product is [CH3:11][N:12]1[CH:13]=[C:14]([N+:17]([O-:19])=[O:18])[CH:15]=[CH:16][C:7]1=[O:6]. The yield is 0.298.